From a dataset of Forward reaction prediction with 1.9M reactions from USPTO patents (1976-2016). Predict the product of the given reaction. (1) Given the reactants Br[C:2]1[CH:7]=[CH:6][C:5](/[CH:8]=[CH:9]/[C:10]2[NH:11][CH:12]=[C:13]([C:15]3[CH:20]=[CH:19][C:18]([Cl:21])=[CH:17][C:16]=3[Cl:22])[N:14]=2)=[CH:4][CH:3]=1.[CH3:23][O:24][C:25]1[C:30]([CH3:31])=[CH:29][C:28](B(O)O)=[CH:27][C:26]=1[CH3:35], predict the reaction product. The product is: [Cl:22][C:16]1[CH:17]=[C:18]([Cl:21])[CH:19]=[CH:20][C:15]=1[C:13]1[N:14]=[C:10](/[CH:9]=[CH:8]/[C:5]2[CH:6]=[CH:7][C:2]([C:28]3[CH:29]=[C:30]([CH3:31])[C:25]([O:24][CH3:23])=[C:26]([CH3:35])[CH:27]=3)=[CH:3][CH:4]=2)[NH:11][CH:12]=1. (2) Given the reactants [CH2:1]([O:3][C:4]1[CH:9]=[CH:8][C:7]([S:10]([N:13]([C:29]2[CH:34]=[CH:33][C:32]([CH3:35])=[CH:31][CH:30]=2)[CH2:14][C:15]([NH:17]/[N:18]=[CH:19]/[C:20]2[CH:25]=[CH:24][CH:23]=[CH:22][C:21]=2[N+:26]([O-])=O)=[O:16])(=[O:12])=[O:11])=[CH:6][CH:5]=1)[CH3:2], predict the reaction product. The product is: [NH2:26][C:21]1[CH:22]=[CH:23][CH:24]=[CH:25][C:20]=1/[CH:19]=[N:18]/[NH:17][C:15](=[O:16])[CH2:14][N:13]([C:29]1[CH:30]=[CH:31][C:32]([CH3:35])=[CH:33][CH:34]=1)[S:10]([C:7]1[CH:6]=[CH:5][C:4]([O:3][CH2:1][CH3:2])=[CH:9][CH:8]=1)(=[O:12])=[O:11]. (3) The product is: [CH3:1][NH:2][C:3]1[C:4]([NH2:13])=[C:5]2[C:10](=[CH:11][CH:12]=1)[CH2:9][CH2:8][CH2:7][CH2:6]2. Given the reactants [CH3:1][NH:2][C:3]1[CH:12]=[CH:11][C:10]2[CH2:9][CH2:8][CH2:7][CH2:6][C:5]=2[C:4]=1[N+:13]([O-])=O.[H][H], predict the reaction product.